This data is from Full USPTO retrosynthesis dataset with 1.9M reactions from patents (1976-2016). The task is: Predict the reactants needed to synthesize the given product. (1) Given the product [CH:1]1([CH:6]([CH3:12])[CH2:7][CH2:8][CH2:9][CH2:10][OH:11])[CH2:5][CH2:4][CH2:3][CH2:2]1, predict the reactants needed to synthesize it. The reactants are: [CH:1]1([CH:6]([CH3:12])[CH2:7][CH2:8][CH2:9][CH:10]=[O:11])[CH2:5][CH2:4][CH2:3][CH2:2]1.[BH4-].[Na+].Cl. (2) Given the product [CH3:22][C:23]1[C:27]([C:4]2[CH:5]=[C:6]([F:21])[C:7]([NH2:20])=[C:8]3[C:13]=2[O:12][CH2:11][C:10]([C:14]2[CH:15]=[N:16][CH:17]=[CH:18][CH:19]=2)=[N:9]3)=[C:26]([CH3:31])[O:25][N:24]=1, predict the reactants needed to synthesize it. The reactants are: [F-].[Cs+].Br[C:4]1[CH:5]=[C:6]([F:21])[C:7]([NH2:20])=[C:8]2[C:13]=1[O:12][CH2:11][C:10]([C:14]1[CH:15]=[N:16][CH:17]=[CH:18][CH:19]=1)=[N:9]2.[CH3:22][C:23]1[C:27](B(O)O)=[C:26]([CH3:31])[O:25][N:24]=1. (3) Given the product [CH2:17]=[C:16]1[C:7]2=[N:8][CH:9]=[CH:10][CH:11]=[C:12]2[O:13][CH2:14][CH2:15]1, predict the reactants needed to synthesize it. The reactants are: CN(C=O)C.Br[C:7]1[C:12]([O:13][CH2:14][CH2:15][CH:16]=[CH2:17])=[CH:11][CH:10]=[CH:9][N:8]=1.C1(P(C2C=CC=CC=2)C2C=CC=CC=2)C=CC=CC=1.C([O-])(=O)C.[K+]. (4) Given the product [Br:22][C:19]1[CH:20]=[C:21]2[C:16](=[CH:17][CH:18]=1)[N:15]=[CH:14][N:13]=[C:12]2[C:7]1[CH:6]=[C:5]([CH:10]=[C:9]([F:11])[CH:8]=1)[C:4]([OH:23])=[O:3], predict the reactants needed to synthesize it. The reactants are: C([O:3][C:4](=[O:23])[C:5]1[CH:10]=[C:9]([F:11])[CH:8]=[C:7]([C:12]2[C:21]3[C:16](=[CH:17][CH:18]=[C:19]([Br:22])[CH:20]=3)[N:15]=[CH:14][N:13]=2)[CH:6]=1)C.O[Li].O. (5) Given the product [CH2:1]([NH:5][C:6]([N:8]1[CH2:9][CH2:10][CH:11]([C:14]2[CH:19]=[CH:18][C:17]([OH:20])=[CH:16][C:15]=2[OH:28])[CH2:12][CH2:13]1)=[O:7])[CH2:2][CH2:3][CH3:4], predict the reactants needed to synthesize it. The reactants are: [CH2:1]([NH:5][C:6]([N:8]1[CH2:13][CH2:12][CH:11]([C:14]2[CH:19]=[CH:18][C:17]([O:20]CC3C=CC=CC=3)=[CH:16][C:15]=2[O:28]CC2C=CC=CC=2)[CH2:10][CH2:9]1)=[O:7])[CH2:2][CH2:3][CH3:4]. (6) Given the product [CH:24]([O:11][C:10](=[O:12])[C@H:2]([CH2:3][C:4]1[CH:9]=[CH:8][CH:7]=[CH:6][CH:5]=1)[NH:1][C:14]([O:16][CH2:17][C:18]1[CH:23]=[CH:22][CH:21]=[CH:20][CH:19]=1)=[O:15])=[CH2:25], predict the reactants needed to synthesize it. The reactants are: [NH2:1][C@H:2]([C:10]([OH:12])=[O:11])[CH2:3][C:4]1[CH:9]=[CH:8][CH:7]=[CH:6][CH:5]=1.Cl[C:14]([O:16][CH2:17][C:18]1[CH:23]=[CH:22][CH:21]=[CH:20][CH:19]=1)=[O:15].[C:24](OC=C)(=O)[CH3:25].[OH-].[K+]. (7) The reactants are: C1(C2OC3=C(N)N=CC=C3C=2)C=CC=CC=1.[I:17][C:18]1[CH:23]=[N:22][C:21]([NH2:24])=[C:20]2[O:25][C:26]([C:28]3[CH:37]=[CH:36][CH:35]=[C:34]4[C:29]=3C=CN=C4)=[CH:27][C:19]=12. Given the product [I:17][C:18]1[CH:23]=[N:22][C:21]([NH2:24])=[C:20]2[O:25][C:26]([C:28]3[CH:37]=[CH:36][CH:35]=[CH:34][CH:29]=3)=[CH:27][C:19]=12, predict the reactants needed to synthesize it.